From a dataset of Forward reaction prediction with 1.9M reactions from USPTO patents (1976-2016). Predict the product of the given reaction. (1) Given the reactants [Cl:1][C:2]1[CH:7]=[CH:6][C:5]([C:8]2[N:9]([CH3:13])[CH:10]=CN=2)=[CH:4][CH:3]=1.C1C(=O)N([Br:21])C(=O)C1.[C:22](#[N:24])C, predict the reaction product. The product is: [Br:21][C:22]1[N:24]=[CH:10][N:9]([CH3:13])[C:8]=1[C:5]1[CH:4]=[CH:3][C:2]([Cl:1])=[CH:7][CH:6]=1. (2) Given the reactants [Cl:1][C:2]1[C:7]2[S:8][CH:9]=[CH:10][C:6]=2[CH:5]=[CH:4][CH:3]=1.C([Li])CCC.[B:16](OC(C)C)([O:21]C(C)C)[O:17]C(C)C.[Cl-].[NH4+], predict the reaction product. The product is: [Cl:1][C:2]1[C:7]2[S:8][C:9]([B:16]([OH:21])[OH:17])=[CH:10][C:6]=2[CH:5]=[CH:4][CH:3]=1. (3) Given the reactants [CH2:1]([O:8][C:9]1[CH:14]=[CH:13][C:12]([C:15]2(O)[C:23]3[C:18](=[CH:19][CH:20]=[CH:21][CH:22]=3)[N:17]([CH:24]([C:31]3[CH:36]=[CH:35][CH:34]=[CH:33][CH:32]=3)[C:25]3[CH:30]=[CH:29][CH:28]=[CH:27][CH:26]=3)[C:16]2=[O:37])=[C:11]([OH:39])[CH:10]=1)[C:2]1[CH:7]=[CH:6][CH:5]=[CH:4][CH:3]=1.ClC1C=CC=C2C=1C(O)(C1C(O)=CC3OCCC=3C=1)C(=O)N2C(C1C=CC=CC=1)C1C=CC=CC=1, predict the reaction product. The product is: [CH2:1]([O:8][C:9]1[CH:14]=[CH:13][C:12]([CH:15]2[C:23]3[C:18](=[CH:19][CH:20]=[CH:21][CH:22]=3)[N:17]([CH:24]([C:25]3[CH:26]=[CH:27][CH:28]=[CH:29][CH:30]=3)[C:31]3[CH:32]=[CH:33][CH:34]=[CH:35][CH:36]=3)[C:16]2=[O:37])=[C:11]([OH:39])[CH:10]=1)[C:2]1[CH:3]=[CH:4][CH:5]=[CH:6][CH:7]=1. (4) Given the reactants [CH2:1]([O:4][C:5]1[CH:42]=[CH:41][CH:40]=[CH:39][C:6]=1[CH2:7][N:8]1[CH:12]=[C:11]([C:13]2[CH:38]=[C:16]3[N:17]=[C:18]([CH3:37])[C:19]([CH2:32][C:33]([O:35][CH3:36])=[O:34])=[C:20]([N:21]4[CH2:26][CH2:25][C:24]([CH2:28][CH2:29]C=C)([CH3:27])[CH2:23][CH2:22]4)[N:15]3[N:14]=2)[CH:10]=[N:9]1)[CH:2]=[CH2:3], predict the reaction product. The product is: [CH3:37][C:18]1[C:19]([CH2:32][C:33]([O:35][CH3:36])=[O:34])=[C:20]2[N:15]3[C:16](=[CH:38][C:13](=[N:14]3)[C:11]3=[CH:12][N:8]([N:9]=[CH:10]3)[CH2:7][C:6]3[CH:39]=[CH:40][CH:41]=[CH:42][C:5]=3[O:4][CH2:1][CH:2]=[CH:3][CH2:29][CH2:28][C:24]3([CH3:27])[CH2:25][CH2:26][N:21]2[CH2:22][CH2:23]3)[N:17]=1. (5) Given the reactants Cl[C:2]1[CH:7]=[C:6]([CH:8]([S:17][C:18]2[CH:23]=[CH:22][C:21]([Cl:24])=[CH:20][CH:19]=2)[C:9]2[CH:14]=[C:13]([F:15])[CH:12]=[CH:11][C:10]=2[F:16])[C:5]([Cl:25])=[CH:4][N:3]=1.[CH3:26][NH:27][CH2:28][CH2:29][NH:30][CH3:31].C(N(CC)CC)C.[C:47](O[C:47]([O:49][C:50]([CH3:53])([CH3:52])[CH3:51])=[O:48])([O:49][C:50]([CH3:53])([CH3:52])[CH3:51])=[O:48], predict the reaction product. The product is: [Cl:25][C:5]1[C:6]([CH:8]([S:17][C:18]2[CH:23]=[CH:22][C:21]([Cl:24])=[CH:20][CH:19]=2)[C:9]2[CH:14]=[C:13]([F:15])[CH:12]=[CH:11][C:10]=2[F:16])=[CH:7][C:2]([N:27]([CH2:28][CH2:29][N:30]([CH3:31])[C:47](=[O:48])[O:49][C:50]([CH3:51])([CH3:52])[CH3:53])[CH3:26])=[N:3][CH:4]=1.